Dataset: Forward reaction prediction with 1.9M reactions from USPTO patents (1976-2016). Task: Predict the product of the given reaction. (1) Given the reactants [H-].[Na+].[Cl:3][C:4]1[C:12]2[N:11]=[C:10]3[N:13]([C:17]4[CH:22]=[CH:21][C:20]([Cl:23])=[CH:19][C:18]=4[Cl:24])[CH2:14][CH2:15][CH2:16][N:9]3[C:8]=2[C:7]([C:25]([OH:28])([CH3:27])[CH3:26])=[CH:6][CH:5]=1.[CH3:29]I, predict the reaction product. The product is: [Cl:3][C:4]1[C:12]2[N:11]=[C:10]3[N:13]([C:17]4[CH:22]=[CH:21][C:20]([Cl:23])=[CH:19][C:18]=4[Cl:24])[CH2:14][CH2:15][CH2:16][N:9]3[C:8]=2[C:7]([C:25]([O:28][CH3:29])([CH3:26])[CH3:27])=[CH:6][CH:5]=1. (2) The product is: [CH2:15]([C:16]1([CH3:17])[C:10]2[C:5](=[CH:6][CH:7]=[CH:8][CH:9]=2)[NH:4][C:3]1=[O:11])[CH3:14]. Given the reactants CC1[C:10]2[C:5](=[CH:6][CH:7]=[CH:8][CH:9]=2)[NH:4][C:3]1=[O:11].[Cl-].[Li+].[CH2:14]([Li])[CH2:15][CH2:16][CH3:17].C(I)C, predict the reaction product. (3) Given the reactants [CH3:1][O:2][C:3]1[CH:8]=[CH:7][C:6]([CH2:9][C:10]#[N:11])=[CH:5][CH:4]=1.BrBr.[Al+3].[Cl-].[Cl-].[Cl-].Cl, predict the reaction product. The product is: [CH3:1][O:2][C:3]1[CH:8]=[CH:7][C:6]([CH:9]([C:3]2[CH:8]=[CH:7][CH:6]=[CH:5][CH:4]=2)[C:10]#[N:11])=[CH:5][CH:4]=1.